Dataset: Catalyst prediction with 721,799 reactions and 888 catalyst types from USPTO. Task: Predict which catalyst facilitates the given reaction. (1) Reactant: [C:1]([O:5][C:6](=[O:41])[CH2:7][CH2:8][S:9][CH2:10][C:11]1[CH:12]=[C:13]([CH:38]=[CH:39][CH:40]=1)[C:14]([NH:16][C:17]1[CH:22]=[CH:21][C:20]([N:23]2[CH2:28][CH2:27][CH2:26][CH2:25][CH2:24]2)=[CH:19][C:18]=1[C:29]1[CH:30]=[C:31]([CH:35]=[CH:36][N:37]=1)[C:32]([OH:34])=O)=[O:15])([CH3:4])([CH3:3])[CH3:2].[F:42][C:43]([F:53])([F:52])[C:44]1[CH:45]=[C:46]([CH:49]=[CH:50][CH:51]=1)[CH2:47][NH2:48].CCN=C=NCCCN(C)C.Cl. Product: [F:42][C:43]([F:52])([F:53])[C:44]1[CH:45]=[C:46]([CH:49]=[CH:50][CH:51]=1)[CH2:47][NH:48][C:32]([C:31]1[CH:35]=[CH:36][N:37]=[C:29]([C:18]2[CH:19]=[C:20]([N:23]3[CH2:28][CH2:27][CH2:26][CH2:25][CH2:24]3)[CH:21]=[CH:22][C:17]=2[NH:16][C:14]([C:13]2[CH:12]=[C:11]([CH:40]=[CH:39][CH:38]=2)[CH2:10][S:9][CH2:8][CH2:7][C:6]([O:5][C:1]([CH3:4])([CH3:3])[CH3:2])=[O:41])=[O:15])[CH:30]=1)=[O:34]. The catalyst class is: 119. (2) Reactant: [CH2:1]([C:3]1([CH2:9][CH3:10])[O:8][C:6](=[O:7])[CH2:5][CH2:4]1)[CH3:2].[NH2:11][CH2:12][CH2:13][CH2:14][CH2:15][CH2:16][CH2:17][CH2:18][CH2:19][CH2:20][CH2:21][CH2:22][CH2:23][NH2:24]. Product: [NH2:11][CH2:12][CH2:13][CH2:14][CH2:15][CH2:16][CH2:17][CH2:18][CH2:19][CH2:20][CH2:21][CH2:22][CH2:23][NH:24][C:6](=[O:7])[CH2:5][CH2:4][C:3]([OH:8])([CH2:9][CH3:10])[CH2:1][CH3:2]. The catalyst class is: 6. (3) Product: [CH2:1]([N:8]1[CH2:13][CH2:12][N:11]([C:14]2[CH:19]=[CH:18][C:17]([NH2:20])=[CH:16][N:15]=2)[CH2:10][CH2:9]1)[C:2]1[CH:7]=[CH:6][CH:5]=[CH:4][CH:3]=1. Reactant: [CH2:1]([N:8]1[CH2:13][CH2:12][N:11]([C:14]2[CH:19]=[CH:18][C:17]([N+:20]([O-])=O)=[CH:16][N:15]=2)[CH2:10][CH2:9]1)[C:2]1[CH:7]=[CH:6][CH:5]=[CH:4][CH:3]=1.O.O.Cl[Sn]Cl. The catalyst class is: 301. (4) Reactant: [F:1][C:2]([F:19])([C:15]([F:18])([F:17])[F:16])[C:3]([F:14])([F:13])[C:4]1[C:8]([N+:9]([O-:11])=[O:10])=[C:7]([CH3:12])[NH:6][N:5]=1.C([O-])([O-])=O.[K+].[K+].Cl[CH2:27][C:28]([N:30]1[CH2:35][CH2:34][N:33]([C:36]2[CH:41]=[CH:40][C:39]([F:42])=[CH:38][CH:37]=2)[CH2:32][CH2:31]1)=[O:29].CN(C=O)C. Product: [F:42][C:39]1[CH:38]=[CH:37][C:36]([N:33]2[CH2:32][CH2:31][N:30]([C:28](=[O:29])[CH2:27][N:6]3[C:7]([CH3:12])=[C:8]([N+:9]([O-:11])=[O:10])[C:4]([C:3]([F:13])([F:14])[C:2]([F:1])([F:19])[C:15]([F:17])([F:18])[F:16])=[N:5]3)[CH2:35][CH2:34]2)=[CH:41][CH:40]=1. The catalyst class is: 195.